Dataset: Forward reaction prediction with 1.9M reactions from USPTO patents (1976-2016). Task: Predict the product of the given reaction. (1) Given the reactants [CH3:1][CH:2]([CH3:33])[C:3]([NH:5][C:6]1[CH:11]=[CH:10][CH:9]=[C:8]([CH:12]2[CH2:17][CH2:16][N:15]([CH2:18][CH2:19][CH2:20][CH2:21][C:22]([C:24]3[CH:29]=[CH:28][C:27]([N+:30]([O-:32])=[O:31])=[CH:26][CH:25]=3)=O)[CH2:14][CH2:13]2)[CH:7]=1)=[O:4].Cl.[CH3:35][C:36]1[CH:41]=[CH:40][C:39]([NH:42]N)=[CH:38][CH:37]=1, predict the reaction product. The product is: [CH3:1][CH:2]([CH3:33])[C:3]([NH:5][C:6]1[CH:11]=[CH:10][CH:9]=[C:8]([CH:12]2[CH2:17][CH2:16][N:15]([CH2:18][CH2:19][CH2:20][C:21]3[C:40]4[C:39](=[CH:38][CH:37]=[C:36]([CH3:35])[CH:41]=4)[NH:42][C:22]=3[C:24]3[CH:29]=[CH:28][C:27]([N+:30]([O-:32])=[O:31])=[CH:26][CH:25]=3)[CH2:14][CH2:13]2)[CH:7]=1)=[O:4]. (2) Given the reactants [CH2:1]([O:8][C:9]1[CH:18]=[C:17]2[C:12]([C:13]([O:19][C:20]3[CH:26]=[CH:25][C:23]([NH2:24])=[C:22]([Cl:27])[CH:21]=3)=[N:14][CH:15]=[N:16]2)=[CH:11][C:10]=1[O:28][CH3:29])[C:2]1[CH:7]=[CH:6][CH:5]=[CH:4][CH:3]=1.C(N(CC)CC)C.ClC(Cl)(O[C:41](=[O:47])OC(Cl)(Cl)Cl)Cl.[CH2:49]([NH2:52])[CH2:50][CH3:51], predict the reaction product. The product is: [CH2:1]([O:8][C:9]1[CH:18]=[C:17]2[C:12]([C:13]([O:19][C:20]3[CH:26]=[CH:25][C:23]([NH:24][C:41]([NH:52][CH2:49][CH2:50][CH3:51])=[O:47])=[C:22]([Cl:27])[CH:21]=3)=[N:14][CH:15]=[N:16]2)=[CH:11][C:10]=1[O:28][CH3:29])[C:2]1[CH:7]=[CH:6][CH:5]=[CH:4][CH:3]=1. (3) Given the reactants [NH:1]([C:3]1[N:8]([CH2:9][CH:10]([CH3:12])[CH3:11])[C:7](=[O:13])[N:6]([CH3:14])[C:5](=[O:15])[CH:4]=1)[NH2:2].[C:16]1([CH:26]=O)[C:25]2[C:20](=[CH:21][CH:22]=[CH:23][CH:24]=2)[CH:19]=[CH:18][CH:17]=1.[CH:28](=O)[C:29]1[CH:34]=[CH:33][N:32]=[CH:31][CH:30]=1, predict the reaction product. The product is: [CH2:9]([N:8]1[C:3]2=[N:1][N:2]([CH2:26][C:16]3[C:25]4[C:20](=[CH:21][CH:22]=[CH:23][CH:24]=4)[CH:19]=[CH:18][CH:17]=3)[C:28]([C:29]3[CH:34]=[CH:33][N:32]=[CH:31][CH:30]=3)=[C:4]2[C:5](=[O:15])[N:6]([CH3:14])[C:7]1=[O:13])[CH:10]([CH3:11])[CH3:12].